From a dataset of Catalyst prediction with 721,799 reactions and 888 catalyst types from USPTO. Predict which catalyst facilitates the given reaction. (1) Reactant: [OH-].[Na+].[Cl:3][C:4]1[C:5]([C:25]2[CH:30]=[CH:29][C:28]([CH:31]([OH:33])[CH3:32])=[CH:27][CH:26]=2)=[CH:6][C:7]2[N:11]=[C:10]([O:12][C:13]3[CH:14]=[CH:15][C:16]([CH3:23])=[C:17]([CH:22]=3)[C:18]([O:20]C)=[O:19])[NH:9][C:8]=2[CH:24]=1. Product: [Cl:3][C:4]1[C:5]([C:25]2[CH:30]=[CH:29][C:28]([CH:31]([OH:33])[CH3:32])=[CH:27][CH:26]=2)=[CH:6][C:7]2[N:11]=[C:10]([O:12][C:13]3[CH:14]=[CH:15][C:16]([CH3:23])=[C:17]([CH:22]=3)[C:18]([OH:20])=[O:19])[NH:9][C:8]=2[CH:24]=1. The catalyst class is: 275. (2) Reactant: C[O:2][C:3](=[O:28])[C:4]1[CH:9]=[CH:8][C:7]([O:10][CH2:11][CH2:12][N:13]([CH3:27])[C:14]([NH:16][CH:17]2[CH:24]3[CH2:25][CH:20]4[CH2:21][CH:22]([CH2:26][CH:18]2[CH2:19]4)[CH2:23]3)=[O:15])=[CH:6][CH:5]=1.[OH-].[Na+].O. Product: [CH:18]12[CH2:26][CH:22]3[CH2:21][CH:20]([CH2:25][CH:24]([CH2:23]3)[CH:17]1[NH:16][C:14](=[O:15])[N:13]([CH2:12][CH2:11][O:10][C:7]1[CH:8]=[CH:9][C:4]([C:3]([OH:28])=[O:2])=[CH:5][CH:6]=1)[CH3:27])[CH2:19]2. The catalyst class is: 1. (3) Reactant: [Cl:1][C:2]1[CH:3]=[C:4]([CH:14]=[CH:15][CH:16]=1)[C:5]([CH3:13])([CH3:12])[C@@H:6]([C:9]([OH:11])=[O:10])[NH:7][CH3:8].Cl.[CH3:18]/[C:19](=[CH:25]\[C@@H:26]([N:30]([CH3:39])[C:31](=[O:38])[C@H:32]([C:34]([CH3:37])([CH3:36])[CH3:35])[NH2:33])[CH:27]([CH3:29])[CH3:28])/[C:20]([O:22][CH2:23][CH3:24])=[O:21].F[P-](F)(F)(F)(F)F.N1(O[P+](N2CCCC2)(N2CCCC2)N2CCCC2)C2C=CC=CC=2N=N1.C(N(C(C)C)CC)(C)C. Product: [Cl:1][C:2]1[CH:3]=[C:4]([CH:14]=[CH:15][CH:16]=1)[C:5]([CH3:13])([CH3:12])[C@@H:6]([C:9]([NH:33][C@H:32]([C:31]([N:30]([C@@H:26]([CH:27]([CH3:28])[CH3:29])/[CH:25]=[C:19](\[CH3:18])/[C:20]([O:22][CH2:23][CH3:24])=[O:21])[CH3:39])=[O:38])[C:34]([CH3:36])([CH3:37])[CH3:35])=[O:11])[NH:7][CH3:8].[Cl:1][C:2]1[CH:3]=[C:4]([CH:14]=[CH:15][CH:16]=1)[C:5]([CH3:13])([CH3:12])[C@H:6]([C:9]([NH:33][C@H:32]([C:31]([N:30]([C@@H:26]([CH:27]([CH3:29])[CH3:28])/[CH:25]=[C:19](\[CH3:18])/[C:20]([O:22][CH2:23][CH3:24])=[O:21])[CH3:39])=[O:38])[C:34]([CH3:36])([CH3:35])[CH3:37])=[O:10])[NH:7][CH3:8]. The catalyst class is: 2. (4) Reactant: Cl[CH2:2][CH2:3][CH2:4][O:5][C:6]1[CH:14]=[CH:13][C:9]([C:10]([O-:12])=[O:11])=[CH:8][CH:7]=1.[C:15](=O)([O-])[O-].[K+].[K+].[I-].[Na+].[NH:23]1[CH2:28][CH2:27][CH2:26][CH2:25][CH2:24]1. Product: [N:23]1([CH2:2][CH2:3][CH2:4][O:5][C:6]2[CH:14]=[CH:13][C:9]([C:10]([O:12][CH3:15])=[O:11])=[CH:8][CH:7]=2)[CH2:28][CH2:27][CH2:26][CH2:25][CH2:24]1. The catalyst class is: 10. (5) Reactant: [C:1]([O:5][C:6]([NH:8][CH:9]([CH2:13][CH2:14][CH2:15][CH2:16][CH2:17][CH2:18][CH2:19][CH2:20][CH2:21][CH2:22][CH2:23][CH3:24])[C:10](O)=[O:11])=[O:7])([CH3:4])([CH3:3])[CH3:2]. Product: [OH:11][CH2:10][CH:9]([NH:8][C:6](=[O:7])[O:5][C:1]([CH3:4])([CH3:3])[CH3:2])[CH2:13][CH2:14][CH2:15][CH2:16][CH2:17][CH2:18][CH2:19][CH2:20][CH2:21][CH2:22][CH2:23][CH3:24]. The catalyst class is: 1.